This data is from Reaction yield outcomes from USPTO patents with 853,638 reactions. The task is: Predict the reaction yield, written as a fraction of the theoretical maximum amount of product (1.0 means a 100% yield; for example, 0.34 means a 34% yield). The reactants are N[C:2]1[CH:10]=[CH:9][CH:8]=[C:7]2[C:3]=1[CH:4]=[N:5][NH:6]2.Cl.N([O-])=O.[Na+].[I-:16].[K+]. The yield is 0.250. The catalyst is O.C(OCC)(=O)C. The product is [I:16][C:2]1[CH:10]=[CH:9][CH:8]=[C:7]2[C:3]=1[CH:4]=[N:5][NH:6]2.